Dataset: Forward reaction prediction with 1.9M reactions from USPTO patents (1976-2016). Task: Predict the product of the given reaction. (1) Given the reactants [OH:1][C:2]1[CH:7]=[CH:6][CH:5]=[CH:4][N+:3]=1[O-:8].C([O-])([O-])=O.[K+].[K+].Br[CH2:16][C:17]1[CH:22]=[CH:21][C:20]([B:23]2[O:31][C:28]([CH3:30])([CH3:29])[C:25]([CH3:27])([CH3:26])[O:24]2)=[CH:19][CH:18]=1, predict the reaction product. The product is: [CH3:29][C:28]1([CH3:30])[C:25]([CH3:26])([CH3:27])[O:24][B:23]([C:20]2[CH:19]=[CH:18][C:17]([CH2:16][O:8][N:3]3[CH:4]=[CH:5][CH:6]=[CH:7][C:2]3=[O:1])=[CH:22][CH:21]=2)[O:31]1. (2) Given the reactants FC1C=[CH:8][C:7]([CH2:10][OH:11])=[CH:6][C:3]=1[C:4]#[N:5].[NH:12]1[CH:16]=[CH:15]N=C1.[C:17]([Si:21]([CH3:24])([CH3:23])Cl)([CH3:20])([CH3:19])[CH3:18].C[N:26](C=O)C, predict the reaction product. The product is: [Si:21]([O:11][CH2:10][C:7]1[CH:6]=[C:3]2[C:16](=[CH:15][CH:8]=1)[NH:12][N:26]=[C:4]2[NH2:5])([C:17]([CH3:20])([CH3:19])[CH3:18])([CH3:24])[CH3:23]. (3) Given the reactants [CH2:1]([O:8][CH2:9][C@@H:10]([OH:15])[C:11]([F:14])([F:13])[F:12])[C:2]1[CH:7]=[CH:6][CH:5]=[CH:4][CH:3]=1.[H-].[Na+].IC.[C:20](OCC)(=O)C, predict the reaction product. The product is: [F:12][C:11]([F:14])([F:13])[C@H:10]([O:15][CH3:20])[CH2:9][O:8][CH2:1][C:2]1[CH:3]=[CH:4][CH:5]=[CH:6][CH:7]=1.